From a dataset of Peptide-MHC class II binding affinity with 134,281 pairs from IEDB. Regression. Given a peptide amino acid sequence and an MHC pseudo amino acid sequence, predict their binding affinity value. This is MHC class II binding data. (1) The MHC is DRB1_0101 with pseudo-sequence DRB1_0101. The peptide sequence is YSPLFLIVAALVFLI. The binding affinity (normalized) is 0.539. (2) The peptide sequence is INEPTAAAIMYGLDR. The MHC is HLA-DQA10102-DQB10602 with pseudo-sequence HLA-DQA10102-DQB10602. The binding affinity (normalized) is 0.748.